Dataset: Reaction yield outcomes from USPTO patents with 853,638 reactions. Task: Predict the reaction yield, written as a fraction of the theoretical maximum amount of product (1.0 means a 100% yield; for example, 0.34 means a 34% yield). (1) The reactants are [N:1]1[CH:6]=[CH:5][CH:4]=[CH:3][C:2]=1[C:7]([NH:9][C:10]1[C:11]([C:21]([OH:23])=O)=[N:12][N:13]([CH:15]2[CH2:20][CH2:19][CH2:18][CH2:17][O:16]2)[CH:14]=1)=[O:8].[NH2:24][CH2:25][CH2:26][OH:27].CCN=C=NCCCN(C)C.C1C=CC2N(O)N=NC=2C=1.C(N(CC)CC)C.C(=O)([O-])O.[Na+]. The catalyst is CN(C=O)C. The product is [OH:27][CH2:26][CH2:25][NH:24][C:21]([C:11]1[C:10]([NH:9][C:7]([C:2]2[CH:3]=[CH:4][CH:5]=[CH:6][N:1]=2)=[O:8])=[CH:14][N:13]([CH:15]2[CH2:20][CH2:19][CH2:18][CH2:17][O:16]2)[N:12]=1)=[O:23]. The yield is 0.730. (2) The reactants are [N:1]1[C:10]2[C:5](=[CH:6][C:7]([C:11]3([C:14]([NH:16][NH2:17])=O)[CH2:13][CH2:12]3)=[CH:8][CH:9]=2)[CH:4]=[CH:3][CH:2]=1.[Cl:18][C:19]1[N:20]=[N:21][C:22](Cl)=[CH:23][CH:24]=1. The catalyst is C(O)CCC. The product is [Cl:18][C:19]1[CH:24]=[CH:23][C:22]2[N:16]([C:14]([C:11]3([C:7]4[CH:6]=[C:5]5[C:10](=[CH:9][CH:8]=4)[N:1]=[CH:2][CH:3]=[CH:4]5)[CH2:13][CH2:12]3)=[N:20][N:21]=2)[N:17]=1. The yield is 0.410. (3) The reactants are [F:1][C:2]([F:9])([F:8])[C:3](OCC)=O.[NH2:10][CH2:11][CH:12]([OH:15])[CH2:13][NH2:14]. The catalyst is CC1C=CC(C)=CC=1. The product is [F:9][C:2]([F:1])([F:8])[C:3]1[NH:10][CH2:11][CH:12]([OH:15])[CH2:13][N:14]=1. The yield is 0.970. (4) The reactants are Br[C:2]1[CH:7]=[CH:6][C:5]([N:8]2[C:13](=[O:14])[C:12]([CH2:15][C:16]3[CH:21]=[CH:20][C:19]([C:22]4[C:23]([C:28]#[N:29])=[CH:24][CH:25]=[CH:26][CH:27]=4)=[CH:18][CH:17]=3)=[C:11]([CH2:30][CH2:31][CH3:32])[N:10]=[C:9]2[CH2:33][CH3:34])=[CH:4][CH:3]=1.[O:35]1[C:39]2([CH2:44][CH2:43][NH:42][CH2:41][CH2:40]2)[O:38][CH2:37][CH2:36]1.CC(C)([O-])C.[Na+]. The catalyst is C1(C)C=CC=CC=1.C(OCC)(=O)C.C1C=CC(/C=C/C(/C=C/C2C=CC=CC=2)=O)=CC=1.C1C=CC(/C=C/C(/C=C/C2C=CC=CC=2)=O)=CC=1.C1C=CC(/C=C/C(/C=C/C2C=CC=CC=2)=O)=CC=1.[Pd].[Pd]. The product is [O:35]1[C:39]2([CH2:44][CH2:43][N:42]([C:2]3[CH:7]=[CH:6][C:5]([N:8]4[C:13](=[O:14])[C:12]([CH2:15][C:16]5[CH:21]=[CH:20][C:19]([C:22]6[C:23]([C:28]#[N:29])=[CH:24][CH:25]=[CH:26][CH:27]=6)=[CH:18][CH:17]=5)=[C:11]([CH2:30][CH2:31][CH3:32])[N:10]=[C:9]4[CH2:33][CH3:34])=[CH:4][CH:3]=3)[CH2:41][CH2:40]2)[O:38][CH2:37][CH2:36]1. The yield is 0.600. (5) The reactants are Br[C:2]1[CH:3]=[C:4]2[C:9](=[CH:10][CH:11]=1)[O:8][CH:7]=[C:6]([CH:12]=[O:13])[C:5]2=[O:14].BrN1[C:20](=[O:21])[CH2:19][CH2:18]C1=O.[Cl:23][C:24]1[CH:31]=[CH:30][C:27]([CH2:28][NH2:29])=[CH:26][CH:25]=1. The catalyst is C(Cl)(Cl)(Cl)Cl. The product is [Cl:23][C:24]1[CH:31]=[CH:30][C:27]([CH2:28][NH:29][C:12]([C:6]2[C:5](=[O:14])[C:4]3[C:9](=[CH:10][CH:11]=[C:2]([C:18]#[C:19][CH2:20][OH:21])[CH:3]=3)[O:8][CH:7]=2)=[O:13])=[CH:26][CH:25]=1. The yield is 0.230. (6) The reactants are [NH2:1][C:2]1([CH2:9][C:10]([O:12][CH2:13][CH3:14])=[O:11])[CH2:7][CH2:6][N:5]([CH3:8])[CH2:4][CH2:3]1.[CH2:15]([C:23]1[CH:28]=[CH:27][C:26]([NH:29][S:30](NC(=O)OCCCl)(=[O:32])=[O:31])=[CH:25][CH:24]=1)[CH2:16][CH2:17][CH2:18][CH2:19][CH2:20][CH2:21][CH3:22]. No catalyst specified. The product is [CH3:8][N:5]1[CH2:4][CH2:3][C:2]([CH2:9][C:10]([O:12][CH2:13][CH3:14])=[O:11])([NH:1][S:30](=[O:31])(=[O:32])[NH:29][C:26]2[CH:25]=[CH:24][C:23]([CH2:15][CH2:16][CH2:17][CH2:18][CH2:19][CH2:20][CH2:21][CH3:22])=[CH:28][CH:27]=2)[CH2:7][CH2:6]1. The yield is 0.340. (7) The reactants are [CH3:1][O:2][C:3]1[CH:8]=[CH:7][C:6]([C:9]2[N:10]=[C:11]([C:22]([O:24]CC)=O)[O:12][C:13]=2[C:14]2[CH:19]=[CH:18][C:17]([O:20][CH3:21])=[CH:16][CH:15]=2)=[CH:5][CH:4]=1.C([NH2:29])=O.C[O-].[Na+]. No catalyst specified. The product is [CH3:1][O:2][C:3]1[CH:8]=[CH:7][C:6]([C:9]2[N:10]=[C:11]([C:22]([NH2:29])=[O:24])[O:12][C:13]=2[C:14]2[CH:19]=[CH:18][C:17]([O:20][CH3:21])=[CH:16][CH:15]=2)=[CH:5][CH:4]=1. The yield is 0.719. (8) The reactants are [OH-].[Li+].[CH2:3]([O:7][C:8]1[CH:13]=[CH:12][C:11]([S:14]([NH:17][CH2:18][C@H:19]([N:24]2[CH2:29][CH2:28][N:27]([S:30]([CH3:33])(=[O:32])=[O:31])[CH2:26][CH2:25]2)[C:20]([O:22]C)=[O:21])(=[O:16])=[O:15])=[CH:10][CH:9]=1)[C:4]#[C:5][CH3:6]. The catalyst is O1CCCC1. The product is [CH2:3]([O:7][C:8]1[CH:9]=[CH:10][C:11]([S:14]([NH:17][CH2:18][C@H:19]([N:24]2[CH2:25][CH2:26][N:27]([S:30]([CH3:33])(=[O:31])=[O:32])[CH2:28][CH2:29]2)[C:20]([OH:22])=[O:21])(=[O:16])=[O:15])=[CH:12][CH:13]=1)[C:4]#[C:5][CH3:6]. The yield is 0.890.